This data is from Catalyst prediction with 721,799 reactions and 888 catalyst types from USPTO. The task is: Predict which catalyst facilitates the given reaction. (1) Reactant: [CH:1]1([CH:6]([C:14]2[CH:19]=[CH:18][C:17]([CH2:20][N:21]3[CH:26]=[C:25]([C:27]([F:30])([F:29])[F:28])[CH:24]=[CH:23][C:22]3=[O:31])=[CH:16][CH:15]=2)[C:7]([O:9]C(C)(C)C)=[O:8])[CH2:5][CH2:4][CH2:3][CH2:2]1.FC(F)(F)C(O)=O. Product: [CH:1]1([CH:6]([C:14]2[CH:19]=[CH:18][C:17]([CH2:20][N:21]3[CH:26]=[C:25]([C:27]([F:28])([F:29])[F:30])[CH:24]=[CH:23][C:22]3=[O:31])=[CH:16][CH:15]=2)[C:7]([OH:9])=[O:8])[CH2:2][CH2:3][CH2:4][CH2:5]1. The catalyst class is: 4. (2) Reactant: [CH3:1][O:2][C:3]1[CH:8]=[CH:7][C:6](/[CH:9]=[N:10]\[S:11]([N:14]2[C:19]3([CH2:21][CH2:20]3)[CH2:18][N:17]([C:22]3[C:23]4[CH:30]=[CH:29][NH:28][C:24]=4[N:25]=[CH:26][N:27]=3)[CH2:16][CH2:15]2)(=[O:13])=[O:12])=[CH:5][CH:4]=1.[BH4-].[Na+]. Product: [CH3:1][O:2][C:3]1[CH:8]=[CH:7][C:6]([CH2:9][NH:10][S:11]([N:14]2[C:19]3([CH2:20][CH2:21]3)[CH2:18][N:17]([C:22]3[C:23]4[CH:30]=[CH:29][NH:28][C:24]=4[N:25]=[CH:26][N:27]=3)[CH2:16][CH2:15]2)(=[O:13])=[O:12])=[CH:5][CH:4]=1. The catalyst class is: 5. (3) Reactant: C[O:2][C:3](=O)[CH2:4][C:5]1[C:14]([Cl:15])=[CH:13][CH:12]=[C:11]2[C:6]=1[CH:7]=[C:8]([CH2:16][N:17]([CH3:19])[CH3:18])[N:9]=[CH:10]2.[NH3:21]. Product: [Cl:15][C:14]1[C:5]([CH2:4][C:3]([NH2:21])=[O:2])=[C:6]2[C:11](=[CH:12][CH:13]=1)[CH:10]=[N:9][C:8]([CH2:16][N:17]([CH3:19])[CH3:18])=[CH:7]2. The catalyst class is: 5.